From a dataset of Forward reaction prediction with 1.9M reactions from USPTO patents (1976-2016). Predict the product of the given reaction. (1) Given the reactants [Br:1][C:2]1[CH:3]=[CH:4][C:5]([O:9][C:10]2[CH:15]=[CH:14][C:13]([CH3:16])=[CH:12][C:11]=2[O:17]C)=[C:6]([OH:8])[CH:7]=1.B(Br)(Br)Br, predict the reaction product. The product is: [Br:1][C:2]1[CH:3]=[CH:4][C:5]([O:9][C:10]2[CH:15]=[CH:14][C:13]([CH3:16])=[CH:12][C:11]=2[OH:17])=[C:6]([OH:8])[CH:7]=1. (2) Given the reactants [Cl:1][C:2]1[CH:20]=[CH:19][C:5]([C:6]([N:8]2[C:12]3[CH:13]=[CH:14][CH:15]=[CH:16][C:11]=3[S:10][CH:9]2C#N)=O)=[CH:4][CH:3]=1.F[B-](F)(F)F.[H+].[C:27]([C:33]([O:35][CH3:36])=[O:34])#[C:28][C:29]([O:31][CH3:32])=[O:30], predict the reaction product. The product is: [Cl:1][C:2]1[CH:3]=[CH:4][C:5]([C:6]2[N:8]3[C:9]([S:10][C:11]4[CH:16]=[CH:15][CH:14]=[CH:13][C:12]=43)=[C:28]([C:29]([O:31][CH3:32])=[O:30])[C:27]=2[C:33]([O:35][CH3:36])=[O:34])=[CH:19][CH:20]=1.